This data is from NCI-60 drug combinations with 297,098 pairs across 59 cell lines. The task is: Regression. Given two drug SMILES strings and cell line genomic features, predict the synergy score measuring deviation from expected non-interaction effect. (1) Drug 1: C1=CC(=CC=C1CC(C(=O)O)N)N(CCCl)CCCl.Cl. Drug 2: C1C(C(OC1N2C=NC3=C2NC=NCC3O)CO)O. Cell line: MDA-MB-231. Synergy scores: CSS=12.3, Synergy_ZIP=-4.66, Synergy_Bliss=-1.13, Synergy_Loewe=-2.74, Synergy_HSA=-1.28. (2) Cell line: NCIH23. Synergy scores: CSS=39.8, Synergy_ZIP=7.17, Synergy_Bliss=6.37, Synergy_Loewe=-28.2, Synergy_HSA=1.91. Drug 1: CCN(CC)CCNC(=O)C1=C(NC(=C1C)C=C2C3=C(C=CC(=C3)F)NC2=O)C. Drug 2: CC1CCCC2(C(O2)CC(NC(=O)CC(C(C(=O)C(C1O)C)(C)C)O)C(=CC3=CSC(=N3)C)C)C.